This data is from Forward reaction prediction with 1.9M reactions from USPTO patents (1976-2016). The task is: Predict the product of the given reaction. (1) Given the reactants C(C1N=C(N2CCC(F)(F)C2)C2N=NN(CC)C=2N=1)(C)(C)C.[C:23]([C:27]1[N:28]=[C:29]([N:36]2[CH2:40][C:39]([F:42])([F:41])[C:38]([F:44])([F:43])[CH2:37]2)[C:30]2[N:35]=[N:34][NH:33][C:31]=2[N:32]=1)([CH3:26])([CH3:25])[CH3:24].Cl.Cl[CH2:47][C:48]1[N:52]([CH3:53])[C:51]([CH3:54])=[N:50][N:49]=1, predict the reaction product. The product is: [C:23]([C:27]1[N:28]=[C:29]([N:36]2[CH2:40][C:39]([F:41])([F:42])[C:38]([F:43])([F:44])[CH2:37]2)[C:30]2[N:35]=[N:34][N:33]([CH2:47][C:48]3[N:52]([CH3:53])[C:51]([CH3:54])=[N:50][N:49]=3)[C:31]=2[N:32]=1)([CH3:26])([CH3:24])[CH3:25]. (2) Given the reactants [C:1]([O:5][C:6]([C:8]1[N:9]=[N:10][N:11]([CH2:13][CH:14]([F:27])[CH2:15][CH2:16][C:17]2[S:21][C:20]([C:22]([O:24]CC)=O)=[N:19][N:18]=2)[CH:12]=1)=[O:7])([CH3:4])([CH3:3])[CH3:2].[F:28][C:29]([F:39])([F:38])[C:30]1[CH:35]=[CH:34][N:33]=[C:32]([CH2:36][NH2:37])[CH:31]=1, predict the reaction product. The product is: [F:27][CH:14]([CH2:15][CH2:16][C:17]1[S:21][C:20]([C:22](=[O:24])[NH:37][CH2:36][C:32]2[CH:31]=[C:30]([C:29]([F:39])([F:28])[F:38])[CH:35]=[CH:34][N:33]=2)=[N:19][N:18]=1)[CH2:13][N:11]1[CH:12]=[C:8]([C:6]([O:5][C:1]([CH3:2])([CH3:3])[CH3:4])=[O:7])[N:9]=[N:10]1. (3) Given the reactants [Cl:1][C:2]1[C:10]2[C:9]3[CH:11]=[C:12]([C:16]#[N:17])[N+:13]([O-])=[CH:14][C:8]=3[N:7]([CH2:18][O:19][CH2:20][CH2:21][Si:22]([CH3:25])([CH3:24])[CH3:23])[C:6]=2[N:5]=[CH:4][CH:3]=1.P(Cl)(Cl)Cl, predict the reaction product. The product is: [Cl:1][C:2]1[C:10]2[C:9]3[CH:11]=[C:12]([C:16]#[N:17])[N:13]=[CH:14][C:8]=3[N:7]([CH2:18][O:19][CH2:20][CH2:21][Si:22]([CH3:25])([CH3:24])[CH3:23])[C:6]=2[N:5]=[CH:4][CH:3]=1. (4) Given the reactants [Cl:1][C:2]1[C:3](=[O:9])[NH:4][N:5]=[CH:6][C:7]=1[Cl:8].C(N(CC)C(C)C)(C)C.[CH3:19][O:20][CH2:21]Cl, predict the reaction product. The product is: [Cl:1][C:2]1[C:3](=[O:9])[N:4]([CH2:19][O:20][CH3:21])[N:5]=[CH:6][C:7]=1[Cl:8]. (5) Given the reactants [N+:1]([C:4]1[N:9]=[C:8]([N:10]2[CH2:14][CH2:13][C@@H:12]3[CH2:15][CH2:16][CH2:17][C@H:11]23)[CH:7]=[CH:6][CH:5]=1)([O-])=O.Cl.C([O-])(O)=O.[Na+], predict the reaction product. The product is: [N:10]1([C:8]2[N:9]=[C:4]([NH2:1])[CH:5]=[CH:6][CH:7]=2)[CH2:14][CH2:13][C@@H:12]2[CH2:15][CH2:16][CH2:17][C@H:11]12. (6) Given the reactants [OH:1][C:2]1[C:7]2[O:8][C:9]([C:11]3[O:12][C:13]([CH3:16])=[CH:14][N:15]=3)=[CH:10][C:6]=2[CH:5]=[CH:4][CH:3]=1.S(C1C=CC([N+]([O-])=O)=CC=1)(O[CH2:21][C@H:22]1[O:24][CH2:23]1)(=O)=O, predict the reaction product. The product is: [CH2:21]([O:1][C:2]1[C:7]2[O:8][C:9]([C:11]3[O:12][C:13]([CH3:16])=[CH:14][N:15]=3)=[CH:10][C:6]=2[CH:5]=[CH:4][CH:3]=1)[C@H:22]1[O:24][CH2:23]1. (7) Given the reactants [OH-].[Li+].[F:3][CH:4]([F:25])[C:5]1[CH:10]=[CH:9][C:8](/[CH:11]=[CH:12]/[C:13]([O:15]CC)=[O:14])=[C:7]([CH2:18][N:19]2[N:23]=[N:22][C:21]([CH3:24])=[N:20]2)[CH:6]=1, predict the reaction product. The product is: [F:25][CH:4]([F:3])[C:5]1[CH:10]=[CH:9][C:8](/[CH:11]=[CH:12]/[C:13]([OH:15])=[O:14])=[C:7]([CH2:18][N:19]2[N:23]=[N:22][C:21]([CH3:24])=[N:20]2)[CH:6]=1.